This data is from Catalyst prediction with 721,799 reactions and 888 catalyst types from USPTO. The task is: Predict which catalyst facilitates the given reaction. Reactant: C(N(CC)C(C)C)(C)C.[CH3:10][NH:11][CH2:12][CH:13]([C:15]1[CH:24]=[CH:23][C:22]2[C:17](=[CH:18][CH:19]=[CH:20][CH:21]=2)[N:16]=1)[OH:14].[Cl:25][C:26]1[CH:48]=[CH:47][C:29]([CH2:30][NH:31][C:32]([C:34]2[C:35](=[O:46])[C:36]3[CH:43]=[C:42]([CH2:44]Cl)[O:41][C:37]=3[N:38]([CH3:40])[CH:39]=2)=[O:33])=[CH:28][CH:27]=1.O. Product: [Cl:25][C:26]1[CH:48]=[CH:47][C:29]([CH2:30][NH:31][C:32]([C:34]2[C:35](=[O:46])[C:36]3[CH:43]=[C:42]([CH2:44][N:11]([CH2:12][CH:13]([OH:14])[C:15]4[CH:24]=[CH:23][C:22]5[C:17](=[CH:18][CH:19]=[CH:20][CH:21]=5)[N:16]=4)[CH3:10])[O:41][C:37]=3[N:38]([CH3:40])[CH:39]=2)=[O:33])=[CH:28][CH:27]=1. The catalyst class is: 3.